From a dataset of Catalyst prediction with 721,799 reactions and 888 catalyst types from USPTO. Predict which catalyst facilitates the given reaction. (1) Reactant: [OH:1][C:2]1[CH:3]=[C:4]2[C:8](=[CH:9][CH:10]=1)[NH:7][CH:6]=[CH:5]2.C(=O)([O-])[O-].[Cs+].[Cs+].[CH2:17](Br)[CH:18]=[CH2:19].O. Product: [CH2:19]([O:1][C:2]1[CH:3]=[C:4]2[C:8](=[CH:9][CH:10]=1)[NH:7][CH:6]=[CH:5]2)[CH:18]=[CH2:17]. The catalyst class is: 3. (2) Reactant: [CH2:1]([C:3]1[CH:8]=[CH:7][C:6]([C:9]([N:11]2[CH2:16][CH2:15][CH:14]([C:17]([NH:19][C:20]3[CH:25]=[CH:24][C:23]([N:26]4[CH2:31][CH2:30][O:29][CH2:28][CH2:27]4)=[C:22]([F:32])[CH:21]=3)=O)[CH2:13][CH2:12]2)=O)=[CH:5][CH:4]=1)[CH3:2].[H-].[H-].[H-].[H-].[Li+].[Al+3].[OH-].[Na+].S([O-])([O-])(=O)=O.[Na+].[Na+]. Product: [CH2:1]([C:3]1[CH:8]=[CH:7][C:6]([CH2:9][N:11]2[CH2:12][CH2:13][CH:14]([CH2:17][NH:19][C:20]3[CH:25]=[CH:24][C:23]([N:26]4[CH2:27][CH2:28][O:29][CH2:30][CH2:31]4)=[C:22]([F:32])[CH:21]=3)[CH2:15][CH2:16]2)=[CH:5][CH:4]=1)[CH3:2]. The catalyst class is: 20. (3) Reactant: [Cl:1][C:2]1[CH:3]=[CH:4][CH:5]=[C:6]2[C:10]=1[N:9]([CH2:11][CH2:12][CH3:13])[N:8]=[C:7]2[C:14]1[CH:19]=[CH:18][C:17]([OH:20])=[CH:16][CH:15]=1.C(N(CC)C(C)C)(C)C.[C:30]([CH2:34][C:35](Cl)=[O:36])([CH3:33])([CH3:32])[CH3:31].O. Product: [CH3:31][C:30]([CH3:33])([CH3:32])[CH2:34][C:35]([O:20][C:17]1[CH:16]=[CH:15][C:14]([C:7]2[C:6]3[C:10](=[C:2]([Cl:1])[CH:3]=[CH:4][CH:5]=3)[N:9]([CH2:11][CH2:12][CH3:13])[N:8]=2)=[CH:19][CH:18]=1)=[O:36]. The catalyst class is: 2.